Dataset: Peptide-MHC class II binding affinity with 134,281 pairs from IEDB. Task: Regression. Given a peptide amino acid sequence and an MHC pseudo amino acid sequence, predict their binding affinity value. This is MHC class II binding data. (1) The MHC is HLA-DPA10301-DPB10402 with pseudo-sequence HLA-DPA10301-DPB10402. The peptide sequence is LSYRSLQPETFAVVD. The binding affinity (normalized) is 0.268. (2) The binding affinity (normalized) is 0.196. The peptide sequence is KHLAVLVKYEGDTMA. The MHC is DRB1_1001 with pseudo-sequence DRB1_1001. (3) The peptide sequence is LAECARRRLRTLVLA. The MHC is DRB3_0202 with pseudo-sequence DRB3_0202. The binding affinity (normalized) is 0.413. (4) The peptide sequence is MSGPMQQLTQPLQQV. The MHC is DRB4_0101 with pseudo-sequence DRB4_0103. The binding affinity (normalized) is 0.378.